This data is from Reaction yield outcomes from USPTO patents with 853,638 reactions. The task is: Predict the reaction yield, written as a fraction of the theoretical maximum amount of product (1.0 means a 100% yield; for example, 0.34 means a 34% yield). (1) The reactants are [CH3:1][C:2]1([CH3:42])[CH2:13][C:12]2[CH:11]=[C:10]3[N:5]([CH2:6][CH2:7][N:8]([C:15]4[C:20]([CH:21]=[O:22])=[C:19]([C:23]5[CH:28]=[C:27]([NH:29][C:30]6[CH:39]=[C:33]7[CH2:34][N:35]([CH3:38])[CH2:36][CH2:37][N:32]7[N:31]=6)[C:26](=[O:40])[N:25]([CH3:41])[CH:24]=5)[CH:18]=[CH:17][N:16]=4)[C:9]3=[O:14])[C:4]=2[CH2:3]1.[BH4-].[Na+]. The catalyst is CO. The product is [OH:22][CH2:21][C:20]1[C:15]([N:8]2[CH2:7][CH2:6][N:5]3[C:4]4[CH2:3][C:2]([CH3:1])([CH3:42])[CH2:13][C:12]=4[CH:11]=[C:10]3[C:9]2=[O:14])=[N:16][CH:17]=[CH:18][C:19]=1[C:23]1[CH:28]=[C:27]([NH:29][C:30]2[CH:39]=[C:33]3[CH2:34][N:35]([CH3:38])[CH2:36][CH2:37][N:32]3[N:31]=2)[C:26](=[O:40])[N:25]([CH3:41])[CH:24]=1. The yield is 0.232. (2) The reactants are [CH3:1][O:2][C:3](=[O:25])[C:4]1[CH:9]=[CH:8][C:7]([NH:10][CH:11]([CH2:14][CH3:15])[CH2:12][CH3:13])=[C:6]([NH:16][C:17](=O)[CH2:18][C:19]2[O:20][CH:21]=[CH:22][CH:23]=2)[CH:5]=1.Cl. The catalyst is O1CCOCC1. The product is [CH3:1][O:2][C:3]([C:4]1[CH:9]=[CH:8][C:7]2[N:10]([CH:11]([CH2:14][CH3:15])[CH2:12][CH3:13])[C:17]([CH2:18][C:19]3[O:20][CH:21]=[CH:22][CH:23]=3)=[N:16][C:6]=2[CH:5]=1)=[O:25]. The yield is 1.00. (3) The reactants are [NH2:1][C@H:2]([C:8]([OH:10])=[O:9])[CH2:3][CH2:4][C:5](=[O:7])[NH2:6].C(=O)([O-])[O-].[Na+].[Na+].[C:17](ON1C(=O)CCC1=O)([O:19][CH2:20][CH:21]1[C:33]2[C:28](=[CH:29][CH:30]=[CH:31][CH:32]=2)[C:27]2[C:22]1=[CH:23][CH:24]=[CH:25][CH:26]=2)=[O:18]. The catalyst is O.C1COCC1. The product is [C:17]([NH:1][C@H:2]([C:8]([OH:10])=[O:9])[CH2:3][CH2:4][C:5](=[O:7])[NH2:6])([O:19][CH2:20][CH:21]1[C:22]2[C:27](=[CH:26][CH:25]=[CH:24][CH:23]=2)[C:28]2[C:33]1=[CH:32][CH:31]=[CH:30][CH:29]=2)=[O:18]. The yield is 0.840. (4) The reactants are [NH2:1][C:2]1[C:7]([C:8]2[O:12][N:11]=[C:10]([CH2:13][C:14]3[CH:19]=[CH:18][C:17]([OH:20])=[CH:16][CH:15]=3)[CH:9]=2)=[CH:6][CH:5]=[CH:4][N:3]=1.Cl[CH2:22][C:23]1[CH:28]=[CH:27][C:26]([CH3:29])=[CH:25][N:24]=1. No catalyst specified. The product is [CH3:29][C:26]1[CH:27]=[CH:28][C:23]([CH2:22][O:20][C:17]2[CH:18]=[CH:19][C:14]([CH2:13][C:10]3[CH:9]=[C:8]([C:7]4[C:2]([NH2:1])=[N:3][CH:4]=[CH:5][CH:6]=4)[O:12][N:11]=3)=[CH:15][CH:16]=2)=[N:24][CH:25]=1. The yield is 0.330. (5) The reactants are [NH2:1][NH2:2].O[CH:4]([CH2:10][C:11]([C:13]1[CH:18]=[CH:17][C:16]([O:19][CH3:20])=[CH:15][CH:14]=1)=O)[C:5](OCC)=[O:6]. The catalyst is C(O)C. The product is [CH3:20][O:19][C:16]1[CH:17]=[CH:18][C:13]([C:11]2[N:2]=[N:1][C:5]([OH:6])=[CH:4][CH:10]=2)=[CH:14][CH:15]=1. The yield is 0.800.